The task is: Predict the reaction yield, written as a fraction of the theoretical maximum amount of product (1.0 means a 100% yield; for example, 0.34 means a 34% yield).. This data is from Reaction yield outcomes from USPTO patents with 853,638 reactions. (1) The reactants are [F:1][C:2]1[CH:30]=[CH:29][C:5]2[S:6][C:7]([C:9]3[C:18]([N:19]4[CH2:23][CH2:22][CH2:21][C@@H:20]4[CH3:24])=[N:17][C:16]4[C:11](=[CH:12][CH:13]=[C:14]([C:25]([O:27]C)=[O:26])[CH:15]=4)[N:10]=3)=[CH:8][C:4]=2[CH:3]=1.[OH-].[Na+]. The catalyst is CO.C(Cl)(Cl)Cl. The product is [F:1][C:2]1[CH:30]=[CH:29][C:5]2[S:6][C:7]([C:9]3[C:18]([N:19]4[CH2:23][CH2:22][CH2:21][C@@H:20]4[CH3:24])=[N:17][C:16]4[C:11](=[CH:12][CH:13]=[C:14]([C:25]([OH:27])=[O:26])[CH:15]=4)[N:10]=3)=[CH:8][C:4]=2[CH:3]=1. The yield is 0.650. (2) The catalyst is CO. The reactants are [CH:1]([C:3]1[CH2:8][CH2:7][CH2:6][CH2:5][C:4]=1[C:9]1[CH:14]=[CH:13][C:12]([NH:15][C:16](=[O:25])[C:17]2[C:22]([F:23])=[CH:21][CH:20]=[CH:19][C:18]=2[F:24])=[CH:11][CH:10]=1)=[O:2].S([CH2:36][N+:37]#[C-:38])(C1C=CC(C)=CC=1)(=O)=O.C([O-])([O-])=O.[K+].[K+]. The yield is 0.650. The product is [O:2]1[C:1]([C:3]2[CH2:8][CH2:7][CH2:6][CH2:5][C:4]=2[C:9]2[CH:14]=[CH:13][C:12]([NH:15][C:16](=[O:25])[C:17]3[C:18]([F:24])=[CH:19][CH:20]=[CH:21][C:22]=3[F:23])=[CH:11][CH:10]=2)=[CH:38][N:37]=[CH:36]1. (3) The reactants are [CH2:1]([Mg]Cl)[C:2]1[CH:7]=[CH:6][CH:5]=[CH:4][CH:3]=1.CCOCC.[C:15](=[S:17])=[S:16].Br[CH:19]([CH3:23])[C:20]([OH:22])=[O:21]. The catalyst is O1CCCC1.C(OCC)(=O)C. The product is [C:2]1([CH2:1][C:15]([S:17][CH:19]([CH3:23])[C:20]([OH:22])=[O:21])=[S:16])[CH:7]=[CH:6][CH:5]=[CH:4][CH:3]=1. The yield is 0.390. (4) The reactants are B(Br)(Br)Br.ClCCl.[Cl:8][C:9]1[CH:10]=[CH:11][C:12]([O:23]C)=[C:13]([CH:22]=1)[CH:14]=[CH:15][C:16]1[CH:21]=[CH:20][CH:19]=[CH:18][CH:17]=1. The catalyst is ClCCl.C(OCC)(=O)C. The product is [Cl:8][C:9]1[CH:10]=[CH:11][C:12]([OH:23])=[C:13]([CH:14]=[CH:15][C:16]2[CH:17]=[CH:18][CH:19]=[CH:20][CH:21]=2)[CH:22]=1. The yield is 0.454. (5) The reactants are [Li]OC(C)=O.O.O.[Cl:8][C:9]1[CH:10]=[CH:11][C:12]2[O:17][CH2:16][C:15](C(O)=O)=[CH:14][C:13]=2[CH:21]=1.C1C(=O)N([Br:29])C(=O)C1. The catalyst is CC#N.O. The product is [Br:29][C:15]1[CH2:16][O:17][C:12]2[C:13]([CH:14]=1)=[CH:21][C:9]([Cl:8])=[CH:10][CH:11]=2. The yield is 0.270. (6) The reactants are S(Cl)([Cl:4])(=O)=O.[CH3:6][C:7]1([CH3:14])[O:12][C:11](=[O:13])[CH:10]=[CH:9][O:8]1.O. The catalyst is N1C=CC=CC=1. The product is [Cl:4][C:10]1[C:11](=[O:13])[O:12][C:7]([CH3:14])([CH3:6])[O:8][CH:9]=1. The yield is 0.512. (7) The reactants are [NH2:1][C:2]1[CH:7]=[CH:6][C:5]([Cl:8])=[CH:4][C:3]=1[C:9]([C:11]1[CH:16]=[CH:15][C:14]([F:17])=[CH:13][CH:12]=1)=[O:10].[C:18](N1C=CN=C1)([N:20]1[CH:24]=[CH:23][N:22]=[CH:21]1)=[O:19]. The catalyst is C(Cl)Cl. The product is [Cl:8][C:5]1[CH:6]=[CH:7][C:2]([NH:1][C:18]([N:20]2[CH:24]=[CH:23][N:22]=[CH:21]2)=[O:19])=[C:3]([C:9](=[O:10])[C:11]2[CH:16]=[CH:15][C:14]([F:17])=[CH:13][CH:12]=2)[CH:4]=1. The yield is 0.781. (8) The reactants are [O:1]=[C:2]1[C:6]2([CH2:11][CH2:10][NH:9][CH2:8][CH2:7]2)[N:5]([C:12]2[CH:17]=[CH:16][CH:15]=[CH:14][CH:13]=2)[CH2:4][N:3]1[CH2:18][C:19]1[CH:31]=[CH:30][CH:29]=[CH:28][C:20]=1[C:21]([O:23][C:24]([CH3:27])([CH3:26])[CH3:25])=[O:22].[I-].[Na+].C(=O)([O-])[O-].[K+].[K+].Cl[CH2:41][CH2:42][CH2:43][N:44]1[C:52]2[C:47](=[CH:48][CH:49]=[CH:50][CH:51]=2)[C:46]2([CH2:54][CH2:53]2)[C:45]1=[O:55]. The catalyst is CC(=O)CC. The product is [O:1]=[C:2]1[C:6]2([CH2:7][CH2:8][N:9]([CH2:41][CH2:42][CH2:43][N:44]3[C:52]4[C:47](=[CH:48][CH:49]=[CH:50][CH:51]=4)[C:46]4([CH2:54][CH2:53]4)[C:45]3=[O:55])[CH2:10][CH2:11]2)[N:5]([C:12]2[CH:13]=[CH:14][CH:15]=[CH:16][CH:17]=2)[CH2:4][N:3]1[CH2:18][C:19]1[CH:31]=[CH:30][CH:29]=[CH:28][C:20]=1[C:21]([O:23][C:24]([CH3:27])([CH3:25])[CH3:26])=[O:22]. The yield is 0.620.